From a dataset of Full USPTO retrosynthesis dataset with 1.9M reactions from patents (1976-2016). Predict the reactants needed to synthesize the given product. (1) Given the product [C:1]1([C:9]2[CH:10]=[CH:11][CH:12]=[CH:13][CH:14]=2)[CH:2]=[CH:3][C:4]([CH2:7][O:8][C:16]([NH:15][C:18]2[CH:27]=[CH:26][CH:25]=[CH:24][C:19]=2[C:20]([O:22][CH3:23])=[O:21])=[O:17])=[CH:5][CH:6]=1, predict the reactants needed to synthesize it. The reactants are: [C:1]1([C:9]2[CH:14]=[CH:13][CH:12]=[CH:11][CH:10]=2)[CH:6]=[CH:5][C:4]([CH2:7][OH:8])=[CH:3][CH:2]=1.[N:15]([C:18]1[CH:27]=[CH:26][CH:25]=[CH:24][C:19]=1[C:20]([O:22][CH3:23])=[O:21])=[C:16]=[O:17].N. (2) The reactants are: Cl[C:2]1[CH:7]=[N:6][CH:5]=[C:4]([N:8]2[CH2:12][CH2:11][CH2:10][CH:9]2[C:13]2[CH:18]=[CH:17][C:16]([CH3:19])=[CH:15][CH:14]=2)[N:3]=1.[NH2:20][C:21]1[S:22][C:23]([C:26]([O:28][CH2:29][CH3:30])=[O:27])=[CH:24][N:25]=1.CC(C1C=C(C(C)C)C(C2C(P(C(C)(C)C)C(C)(C)C)=CC=CC=2)=C(C(C)C)C=1)C.P([O-])([O-])([O-])=O.[K+].[K+].[K+]. Given the product [CH3:19][C:16]1[CH:17]=[CH:18][C:13]([CH:9]2[CH2:10][CH2:11][CH2:12][N:8]2[C:4]2[N:3]=[C:2]([NH:20][C:21]3[S:22][C:23]([C:26]([O:28][CH2:29][CH3:30])=[O:27])=[CH:24][N:25]=3)[CH:7]=[N:6][CH:5]=2)=[CH:14][CH:15]=1, predict the reactants needed to synthesize it. (3) Given the product [CH2:23]([O:7][C:6](=[O:8])[C:5]1[CH:9]=[CH:10][C:2]([F:1])=[C:3]([OH:11])[CH:4]=1)[CH3:24], predict the reactants needed to synthesize it. The reactants are: [F:1][C:2]1[CH:10]=[CH:9][C:5]([C:6]([OH:8])=[O:7])=[CH:4][C:3]=1[OH:11].S(=O)(=O)(O)O.O.C([O-])(O)=O.[Na+].[CH3:23][CH2:24]O. (4) Given the product [O:32]=[C:31]1[N:23]([CH:24]2[CH2:25][CH2:26][S:27][CH2:28][CH2:29]2)[C:18]2[N:19]=[CH:20][CH:21]=[CH:22][C:17]=2[C:15](=[O:16])[N:14]1[C@@H:11]1[CH2:12][CH2:13][C@H:8]([NH:7][C:6](=[O:30])[O:5][C:1]([CH3:4])([CH3:2])[CH3:3])[CH2:9][CH2:10]1, predict the reactants needed to synthesize it. The reactants are: [C:1]([O:5][C:6](=[O:30])[NH:7][CH:8]1[CH2:13][CH2:12][CH:11]([NH:14][C:15]([C:17]2[C:18]([NH:23][CH:24]3[CH2:29][CH2:28][S:27][CH2:26][CH2:25]3)=[N:19][CH:20]=[CH:21][CH:22]=2)=[O:16])[CH2:10][CH2:9]1)([CH3:4])([CH3:3])[CH3:2].[C:31](N1C=CN=C1)(N1C=CN=C1)=[O:32].[H-].[Na+].O. (5) Given the product [CH3:1][N:2]([C:3]1[CH:4]=[N:5][CH:6]=[CH:7][C:8]=1[C:9]1[C:14]([CH3:15])=[CH:13][CH:12]=[CH:11][N:10]=1)[C:21](=[O:22])[C:20]1[CH:24]=[C:25]([C:27]([F:28])([F:29])[F:30])[CH:26]=[C:18]([C:17]([F:16])([F:31])[F:32])[CH:19]=1, predict the reactants needed to synthesize it. The reactants are: [CH3:1][NH:2][C:3]1[CH:4]=[N:5][CH:6]=[CH:7][C:8]=1[C:9]1[C:14]([CH3:15])=[CH:13][CH:12]=[CH:11][N:10]=1.[F:16][C:17]([F:32])([F:31])[C:18]1[CH:19]=[C:20]([CH:24]=[C:25]([C:27]([F:30])([F:29])[F:28])[CH:26]=1)[C:21](Cl)=[O:22].